Dataset: Catalyst prediction with 721,799 reactions and 888 catalyst types from USPTO. Task: Predict which catalyst facilitates the given reaction. Reactant: [NH2:1][C:2]1[CH:3]=[CH:4][CH:5]=[C:6]2[C:11]=1[N:10]=[CH:9][C:8]([S:12]([C:15]1[CH:20]=[CH:19][CH:18]=[CH:17][CH:16]=1)(=[O:14])=[O:13])=[CH:7]2.Cl.Cl[CH2:23][CH2:24][N:25]([CH2:27][CH2:28]Cl)[CH3:26].C(=O)([O-])[O-].[Na+].[Na+].C(=O)(O)[O-].[Na+].S([O-])([O-])(=O)=S.[Na+].[Na+]. Product: [CH3:26][N:25]1[CH2:27][CH2:28][N:1]([C:2]2[CH:3]=[CH:4][CH:5]=[C:6]3[C:11]=2[N:10]=[CH:9][C:8]([S:12]([C:15]2[CH:16]=[CH:17][CH:18]=[CH:19][CH:20]=2)(=[O:14])=[O:13])=[CH:7]3)[CH2:23][CH2:24]1. The catalyst class is: 51.